Predict which catalyst facilitates the given reaction. From a dataset of Catalyst prediction with 721,799 reactions and 888 catalyst types from USPTO. (1) Reactant: [CH3:1][C:2]1([CH2:15][C:16]([O:18][CH2:19][CH3:20])=[O:17])[C:10]2[C:5](=[CH:6][CH:7]=[CH:8][C:9]=2[N+:11]([O-])=O)[NH:4][C:3]1=[O:14]. Product: [NH2:11][C:9]1[CH:8]=[CH:7][CH:6]=[C:5]2[C:10]=1[C:2]([CH2:15][C:16]([O:18][CH2:19][CH3:20])=[O:17])([CH3:1])[C:3](=[O:14])[NH:4]2. The catalyst class is: 19. (2) Reactant: [CH2:1]([CH:8]1[CH2:12][CH2:11][CH2:10][N:9]1[C:13]1[N:34]=[CH:33][C:32]([Cl:35])=[CH:31][C:14]=1[C:15]([NH:17][C:18]1([C:21]2[CH:30]=[CH:29][C:24]([C:25]([O:27]C)=[O:26])=[CH:23][CH:22]=2)[CH2:20][CH2:19]1)=[O:16])[C:2]1[CH:7]=[CH:6][CH:5]=[CH:4][CH:3]=1.O. Product: [CH2:1]([CH:8]1[CH2:12][CH2:11][CH2:10][N:9]1[C:13]1[N:34]=[CH:33][C:32]([Cl:35])=[CH:31][C:14]=1[C:15]([NH:17][C:18]1([C:21]2[CH:30]=[CH:29][C:24]([C:25]([OH:27])=[O:26])=[CH:23][CH:22]=2)[CH2:20][CH2:19]1)=[O:16])[C:2]1[CH:7]=[CH:6][CH:5]=[CH:4][CH:3]=1. The catalyst class is: 12. (3) Reactant: [S:1]1[CH:5]=[CH:4][N:3]=[C:2]1[NH:6][C:7]1[CH:15]=[CH:14][C:10]([C:11]([OH:13])=O)=[CH:9][CH:8]=1.C(Cl)CCl.[CH:20]1[CH:21]=[CH:22][C:23]2N(O)[N:27]=[N:26][C:24]=2[CH:25]=1.N(C1N=CC=CC=1[C:34]([O:36][CH2:37][CH3:38])=[O:35])N.C(N(CC)CC)C. Product: [S:1]1[CH:5]=[CH:4][N:3]=[C:2]1[NH:6][C:7]1[CH:8]=[CH:9][C:10]([C:11]([NH:27][NH:26][C:24]2[CH:25]=[CH:20][CH:21]=[CH:22][C:23]=2[C:34]([O:36][CH2:37][CH3:38])=[O:35])=[O:13])=[CH:14][CH:15]=1. The catalyst class is: 59. (4) Reactant: [CH3:1][O:2][C:3]([CH2:5][C:6]([CH2:8][C:9]([O:11][CH3:12])=[O:10])=[O:7])=[O:4].[N:13]1[CH:18]=[CH:17][CH:16]=[CH:15][C:14]=1[CH:19]=O.[NH2:21][CH2:22][C:23]1[CH:28]=[CH:27][CH:26]=[CH:25][N:24]=1. Product: [N:13]1[CH:18]=[CH:17][CH:16]=[CH:15][C:14]=1[CH2:19][N:21]1[CH:22]([C:23]2[CH:28]=[CH:27][CH:26]=[CH:25][N:24]=2)[CH:8]([C:9]([O:11][CH3:12])=[O:10])[C:6](=[O:7])[CH:5]([C:3]([O:2][CH3:1])=[O:4])[CH:19]1[C:14]1[CH:15]=[CH:16][CH:17]=[CH:18][N:13]=1. The catalyst class is: 619. (5) Reactant: C(N(CC)CC)C.[C:8](OC(=O)C)(=[O:10])[CH3:9].[CH3:15][N:16]1[CH:20]=[CH:19][N:18]=[C:17]1[CH2:21][CH2:22][C:23]([N:25]1[CH2:30][CH2:29][CH:28]([NH:31][CH3:32])[CH2:27][CH2:26]1)=[O:24].C(=O)([O-])O.[Na+]. Product: [CH3:32][N:31]([CH:28]1[CH2:27][CH2:26][N:25]([C:23](=[O:24])[CH2:22][CH2:21][C:17]2[N:16]([CH3:15])[CH:20]=[CH:19][N:18]=2)[CH2:30][CH2:29]1)[C:8](=[O:10])[CH3:9]. The catalyst class is: 4. (6) Reactant: [CH2:1]([O:8][C@H:9]1[C@H:14]([O:15][CH2:16][C:17]2[CH:22]=[CH:21][CH:20]=[CH:19][CH:18]=2)[C@@H:13]([CH2:23][O:24][CH2:25][C:26]2[CH:31]=[CH:30][CH:29]=[CH:28][CH:27]=2)[O:12][C@H:11]([CH2:32][I:33])[C@@H:10]1[OH:34])[C:2]1[CH:7]=[CH:6][CH:5]=[CH:4][CH:3]=1.N1C(C)=CC=CC=1C.[Si:43](OS(C(F)(F)F)(=O)=O)([C:46]([CH3:49])([CH3:48])[CH3:47])([CH3:45])[CH3:44]. Product: [CH2:1]([O:8][C@H:9]1[C@H:14]([O:15][CH2:16][C:17]2[CH:22]=[CH:21][CH:20]=[CH:19][CH:18]=2)[C@@H:13]([CH2:23][O:24][CH2:25][C:26]2[CH:31]=[CH:30][CH:29]=[CH:28][CH:27]=2)[O:12][C@H:11]([CH2:32][I:33])[C@@H:10]1[O:34][Si:43]([C:46]([CH3:49])([CH3:48])[CH3:47])([CH3:45])[CH3:44])[C:2]1[CH:7]=[CH:6][CH:5]=[CH:4][CH:3]=1. The catalyst class is: 2. (7) Reactant: [CH2:1]([O:4][C:5]([N:7]([CH2:17][CH:18]1[CH2:23][CH2:22][N:21]([C:24]2([CH2:35][C:36]#[N:37])[CH2:27][N:26](C(OC(C)(C)C)=O)[CH2:25]2)[CH2:20][CH2:19]1)[C@@H:8]1[CH2:10][C@H:9]1[C:11]1[CH:16]=[CH:15][CH:14]=[CH:13][CH:12]=1)=[O:6])[CH:2]=[CH2:3].Cl.O1CCOCC1. Product: [CH2:1]([O:4][C:5](=[O:6])[N:7]([CH2:17][CH:18]1[CH2:23][CH2:22][N:21]([C:24]2([CH2:35][C:36]#[N:37])[CH2:25][NH:26][CH2:27]2)[CH2:20][CH2:19]1)[C@@H:8]1[CH2:10][C@H:9]1[C:11]1[CH:16]=[CH:15][CH:14]=[CH:13][CH:12]=1)[CH:2]=[CH2:3]. The catalyst class is: 2. (8) Reactant: [Cl:1][C:2]1[CH:3]=[C:4]([C@@H:8]([OH:27])[CH2:9][N:10]([CH2:18][CH2:19][C:20]2[CH:25]=[CH:24][C:23]([OH:26])=[CH:22][CH:21]=2)[C:11](=[O:17])[O:12][C:13]([CH3:16])([CH3:15])[CH3:14])[CH:5]=[CH:6][CH:7]=1.[Si:28]([O:35][C:36]1[CH:41]=[CH:40][C:39](B(O)O)=[CH:38][CH:37]=1)([C:31]([CH3:34])([CH3:33])[CH3:32])([CH3:30])[CH3:29].C(N(CC)CC)C. Product: [Si:28]([O:35][C:36]1[CH:37]=[CH:38][C:39]([O:26][C:23]2[CH:24]=[CH:25][C:20]([CH2:19][CH2:18][N:10]([CH2:9][C@@H:8]([C:4]3[CH:5]=[CH:6][CH:7]=[C:2]([Cl:1])[CH:3]=3)[OH:27])[C:11](=[O:17])[O:12][C:13]([CH3:16])([CH3:14])[CH3:15])=[CH:21][CH:22]=2)=[CH:40][CH:41]=1)([C:31]([CH3:34])([CH3:33])[CH3:32])([CH3:30])[CH3:29]. The catalyst class is: 221. (9) Reactant: Br[C:2]1[CH:7]=[CH:6][C:5]([O:8][CH3:9])=[CH:4][C:3]=1[CH2:10][CH3:11].C([Li])CCC.[B:17](OCCCC)([O:23]CCCC)[O:18]CCCC. Product: [CH2:10]([C:3]1[CH:4]=[C:5]([O:8][CH3:9])[CH:6]=[CH:7][C:2]=1[B:17]([OH:23])[OH:18])[CH3:11]. The catalyst class is: 1. (10) Reactant: [CH3:1][C:2]1[CH:9]=[CH:8][CH:7]=[CH:6][C:3]=1[CH:4]=O.[CH2:10]([O:12][C:13](=[O:17])[CH2:14][C:15]#[N:16])[CH3:11].C1C=CC=CC=1.N1CCCC1. Product: [C:15]([C:14](=[CH:4][C:3]1[CH:6]=[CH:7][CH:8]=[CH:9][C:2]=1[CH3:1])[C:13]([O:12][CH2:10][CH3:11])=[O:17])#[N:16]. The catalyst class is: 15.